This data is from Reaction yield outcomes from USPTO patents with 853,638 reactions. The task is: Predict the reaction yield, written as a fraction of the theoretical maximum amount of product (1.0 means a 100% yield; for example, 0.34 means a 34% yield). (1) The reactants are Cl[C:2]1[C:3]([NH2:9])=[N:4][CH:5]=[N:6][C:7]=1Cl.[O:10]([C:17]1[CH:22]=[CH:21][C:20](B(O)O)=[CH:19][CH:18]=1)[C:11]1[CH:16]=[CH:15][CH:14]=[CH:13][CH:12]=1.[NH2:26][CH2:27][C:28]1([F:41])[CH2:33][CH2:32][N:31]([C:34]([O:36]C(C)(C)C)=O)[CH2:30][CH2:29]1.[C:42](O)(=O)[CH:43]=C. No catalyst specified. The product is [NH2:9][C:3]1[N:4]=[CH:5][N:6]=[C:7]([NH:26][CH2:27][C:28]2([F:41])[CH2:29][CH2:30][N:31]([C:34](=[O:36])[CH:42]=[CH2:43])[CH2:32][CH2:33]2)[C:2]=1[C:20]1[CH:21]=[CH:22][C:17]([O:10][C:11]2[CH:16]=[CH:15][CH:14]=[CH:13][CH:12]=2)=[CH:18][CH:19]=1. The yield is 0.161. (2) The reactants are [Cl:1][C:2]1[NH:3][C:4]2[CH:10]=[CH:9][CH:8]=[CH:7][C:5]=2[N:6]=1.C([O-])([O-])=O.[K+].[K+].[CH2:17](I)[CH:18]([CH3:20])[CH3:19]. The catalyst is CN(C=O)C. The product is [Cl:1][C:2]1[N:6]([CH2:17][CH:18]([CH3:20])[CH3:19])[C:5]2[CH:7]=[CH:8][CH:9]=[CH:10][C:4]=2[N:3]=1. The yield is 0.960. (3) The reactants are [Cl:1][C:2]1[CH:16]=[CH:15][C:5]([CH2:6][N:7]2[CH:12]=[C:11](Br)[CH:10]=[CH:9][C:8]2=[O:14])=[CH:4][CH:3]=1.[C:17]([C:20]1[CH:25]=[CH:24][C:23](B(O)O)=[CH:22][CH:21]=1)(=[O:19])[CH3:18]. No catalyst specified. The product is [Cl:1][C:2]1[CH:16]=[CH:15][C:5]([CH2:6][N:7]2[CH:12]=[C:11]([C:23]3[CH:24]=[CH:25][C:20]([C:17](=[O:19])[CH3:18])=[CH:21][CH:22]=3)[CH:10]=[CH:9][C:8]2=[O:14])=[CH:4][CH:3]=1. The yield is 0.860. (4) The reactants are [CH:1]1([C:4](=[O:10])[CH2:5][C:6]([O:8][CH3:9])=[O:7])[CH2:3][CH2:2]1.[H-].[Na+].Br[CH2:14][CH2:15][CH2:16][CH2:17]Br. The product is [CH3:9][O:8][C:6]([C:5]1([C:4]([CH:1]2[CH2:3][CH2:2]2)=[O:10])[CH2:17][CH2:16][CH2:15][CH2:14]1)=[O:7]. The catalyst is CN(C=O)C. The yield is 0.230. (5) The reactants are [H-].[H-].[H-].[H-].[Li+].[Al+3].[CH2:7]([O:14][C:15]1[C:23]([F:24])=[CH:22][C:21]([F:25])=[C:20]2[C:16]=1[C:17]([C:26](=O)[C:27]([N:29]([CH3:31])[CH3:30])=O)=[CH:18][NH:19]2)[C:8]1[CH:13]=[CH:12][CH:11]=[CH:10][CH:9]=1. The catalyst is O1CCOCC1. The product is [CH2:7]([O:14][C:15]1[C:23]([F:24])=[CH:22][C:21]([F:25])=[C:20]2[C:16]=1[C:17]([CH2:26][CH2:27][N:29]([CH3:30])[CH3:31])=[CH:18][NH:19]2)[C:8]1[CH:9]=[CH:10][CH:11]=[CH:12][CH:13]=1. The yield is 0.470. (6) The reactants are [Br:1][C:2]1[C:7]([F:8])=[CH:6][C:5]([CH2:9][OH:10])=[C:4]([Cl:11])[CH:3]=1.N12CCCN=C1CCCCC2.[Cl:23][C:24]([Cl:28])([Cl:27])[C:25]#[N:26]. The catalyst is C(Cl)Cl. The product is [Cl:23][C:24]([Cl:28])([Cl:27])[C:25](=[NH:26])[O:10][CH2:9][C:5]1[CH:6]=[C:7]([F:8])[C:2]([Br:1])=[CH:3][C:4]=1[Cl:11]. The yield is 0.910. (7) The reactants are Cl[C:2]1[N:7]=[CH:6][N:5]=[C:4]([NH:8][C:9]2[CH:10]=[C:11]([CH2:15][CH2:16][S:17]([NH2:20])(=[O:19])=[O:18])[CH:12]=[CH:13][CH:14]=2)[N:3]=1.[CH3:21][O:22][C:23]1[CH:28]=[CH:27][CH:26]=[CH:25][C:24]=1B(O)O.[O-]P([O-])([O-])=O.[K+].[K+].[K+]. The catalyst is O1CCOCC1.O.C1C=CC(P(C2C=CC=CC=2)[C-]2C=CC=C2)=CC=1.C1C=CC(P(C2C=CC=CC=2)[C-]2C=CC=C2)=CC=1.Cl[Pd]Cl.[Fe+2]. The product is [CH3:21][O:22][C:23]1[CH:28]=[CH:27][CH:26]=[CH:25][C:24]=1[C:2]1[N:7]=[CH:6][N:5]=[C:4]([NH:8][C:9]2[CH:10]=[C:11]([CH2:15][CH2:16][S:17]([NH2:20])(=[O:19])=[O:18])[CH:12]=[CH:13][CH:14]=2)[N:3]=1. The yield is 0.0600. (8) The reactants are [BH4-].[Na+].[Br:3][C:4]1[CH:5]=[CH:6][C:7]([Cl:13])=[C:8]([C:10](=[O:12])[CH3:11])[CH:9]=1. The catalyst is CO. The product is [Br:3][C:4]1[CH:5]=[CH:6][C:7]([Cl:13])=[C:8]([CH:10]([OH:12])[CH3:11])[CH:9]=1. The yield is 0.990.